This data is from CYP1A2 inhibition data for predicting drug metabolism from PubChem BioAssay. The task is: Regression/Classification. Given a drug SMILES string, predict its absorption, distribution, metabolism, or excretion properties. Task type varies by dataset: regression for continuous measurements (e.g., permeability, clearance, half-life) or binary classification for categorical outcomes (e.g., BBB penetration, CYP inhibition). Dataset: cyp1a2_veith. (1) The compound is CO[C@@H]1COC(=O)[C@H]2CCCN2C(=O)C/C=C\[C@@H](C)[C@H](OC)COC(=O)[C@H]2CCCN2C(=O)C/C=C\[C@H]1C. The result is 0 (non-inhibitor). (2) The compound is Nc1ncnc2nc(N3CCN(CCO)CC3)[nH]c12. The result is 0 (non-inhibitor). (3) The compound is O=C1Nc2ccccc2Nc2ncccc21. The result is 1 (inhibitor). (4) The drug is COc1ccc2nc3c(c(-c4ccccc4)c2c1)CCC3. The result is 1 (inhibitor).